From a dataset of Acute oral toxicity (LD50) regression data from Zhu et al.. Regression/Classification. Given a drug SMILES string, predict its toxicity properties. Task type varies by dataset: regression for continuous values (e.g., LD50, hERG inhibition percentage) or binary classification for toxic/non-toxic outcomes (e.g., AMES mutagenicity, cardiotoxicity, hepatotoxicity). Dataset: ld50_zhu. The compound is O=C(C=Cc1ccccc1)OCc1ccccc1. The rat oral LD50 is 1.63, given as -log10 of the dose in mol/kg body weight (higher means more acutely toxic).